From a dataset of Full USPTO retrosynthesis dataset with 1.9M reactions from patents (1976-2016). Predict the reactants needed to synthesize the given product. (1) Given the product [CH3:1][C:2]1[CH:14]=[C:13]([N+:15]([O-:17])=[O:16])[C:12](/[CH:18]=[CH:24]/[N:19]2[CH2:23][CH2:22][CH2:21][CH2:20]2)=[CH:11][C:3]=1[O:4][C:5]1[CH:6]=[N:7][CH:8]=[N:9][CH:10]=1, predict the reactants needed to synthesize it. The reactants are: [CH3:1][C:2]1[CH:14]=[C:13]([N+:15]([O-:17])=[O:16])[C:12]([CH3:18])=[CH:11][C:3]=1[O:4][C:5]1[CH:6]=[N:7][CH:8]=[N:9][CH:10]=1.[NH:19]1[CH2:23][CH2:22][CH2:21][CH2:20]1.[CH3:24]N(C(OC)OC)C. (2) Given the product [Cl:10][C:6]1[C:7]([CH:8]=[O:9])=[C:2]([NH:16][C:15]2[C:14]([F:13])=[CH:20][C:19]([F:21])=[CH:18][C:17]=2[F:22])[N:3]=[C:4]([S:11][CH3:12])[N:5]=1, predict the reactants needed to synthesize it. The reactants are: Cl[C:2]1[C:7]([CH:8]=[O:9])=[C:6]([Cl:10])[N:5]=[C:4]([S:11][CH3:12])[N:3]=1.[F:13][C:14]1[CH:20]=[C:19]([F:21])[CH:18]=[C:17]([F:22])[C:15]=1[NH2:16].CCN(CC)CC.C([O-])([O-])=O.[Na+].[Na+]. (3) Given the product [C:23]12([NH:28][C:12]3[N:11]=[C:10]([NH:9][C@@H:4]4[CH2:5][CH2:6][C@@H:7]([CH3:8])[C@H:2]([OH:1])[CH2:3]4)[C:15]([C:16]#[N:17])=[CH:14][N:13]=3)[CH2:27][CH:25]([CH2:26]1)[CH2:24]2, predict the reactants needed to synthesize it. The reactants are: [OH:1][C@H:2]1[C@H:7]([CH3:8])[CH2:6][CH2:5][C@@H:4]([NH:9][C:10]2[C:15]([C:16]#[N:17])=[CH:14][N:13]=[C:12](S(C)(=O)=O)[N:11]=2)[CH2:3]1.Cl.[C:23]12([NH2:28])[CH2:27][CH:25]([CH2:26]1)[CH2:24]2.CCN(C(C)C)C(C)C.